This data is from Full USPTO retrosynthesis dataset with 1.9M reactions from patents (1976-2016). The task is: Predict the reactants needed to synthesize the given product. The reactants are: [C:1]1([C:13]2[CH:18]=[CH:17][CH:16]=[CH:15][CH:14]=2)[CH:6]=[CH:5][CH:4]=[C:3]([CH:7]([OH:12])[C:8]([CH3:11])([CH3:10])[CH3:9])[CH:2]=1.C1C([N+]([O-])=O)=CC=C([Cl-][C:29]([O-:31])=[O:30])C=1.[N:32]1[CH:37]=[CH:36][CH:35]=[CH:34][CH:33]=1.Cl[CH2:39]CCl. Given the product [NH2:32][C:37]1[CH:36]=[CH:35][C:34]([O:31][C:29]([O:12][C@H:7]([C:3]2[CH:2]=[C:1]([C:13]3[CH:18]=[CH:17][CH:16]=[CH:15][CH:14]=3)[CH:6]=[CH:5][CH:4]=2)[C:8]([CH3:10])([CH3:11])[CH3:9])=[O:30])=[CH:33][CH:39]=1, predict the reactants needed to synthesize it.